From a dataset of Reaction yield outcomes from USPTO patents with 853,638 reactions. Predict the reaction yield, written as a fraction of the theoretical maximum amount of product (1.0 means a 100% yield; for example, 0.34 means a 34% yield). The reactants are C(OC(C=[CH:7][C:8]1[CH:13]=[CH:12][C:11]([CH2:14][C:15]([OH:17])=[O:16])=[CH:10][CH:9]=1)=O)C.I([O-])(=O)(=O)=[O:19].[Na+].CN1CCOCC1. The catalyst is O1CCOCC1.O.[Os](=O)(=O)(=O)=O. The product is [CH:7]([C:8]1[CH:13]=[CH:12][C:11]([CH2:14][C:15]([OH:17])=[O:16])=[CH:10][CH:9]=1)=[O:19]. The yield is 0.380.